This data is from Reaction yield outcomes from USPTO patents with 853,638 reactions. The task is: Predict the reaction yield, written as a fraction of the theoretical maximum amount of product (1.0 means a 100% yield; for example, 0.34 means a 34% yield). (1) The reactants are C(OC(=O)[NH:7][C:8]1[S:9][C:10]([C:34]2[CH:39]=[CH:38][CH:37]=[CH:36][CH:35]=2)=[CH:11][C:12]=1[C:13]([N:15]1[CH2:20][CH2:19][CH:18]([N:21]2[CH2:26][CH2:25][CH2:24][CH:23]([C:27]([N:29]([CH2:32][CH3:33])[CH2:30][CH3:31])=[O:28])[CH2:22]2)[CH2:17][CH2:16]1)=[O:14])(C)(C)C. The catalyst is FC(F)(F)C(O)=O. The product is [NH2:7][C:8]1[S:9][C:10]([C:34]2[CH:35]=[CH:36][CH:37]=[CH:38][CH:39]=2)=[CH:11][C:12]=1[C:13]([N:15]1[CH2:20][CH2:19][CH:18]([N:21]2[CH2:26][CH2:25][CH2:24][CH:23]([C:27]([N:29]([CH2:30][CH3:31])[CH2:32][CH3:33])=[O:28])[CH2:22]2)[CH2:17][CH2:16]1)=[O:14]. The yield is 0.944. (2) The reactants are Br[C:2]1[CH:7]=[C:6]([F:8])[C:5]([CH3:9])=[CH:4][C:3]=1[F:10].C([Li])CCC.CCCCCC.CN(C)[CH:24]=[O:25].[BH4-].[Na+]. The catalyst is Cl.C(O)C.O.CCOCC. The product is [F:10][C:3]1[CH:4]=[C:5]([CH3:9])[C:6]([F:8])=[CH:7][C:2]=1[CH2:24][OH:25]. The yield is 0.540. (3) The reactants are [C:1]([C:5]1[CH:10]=[CH:9][C:8]([N+:11]([O-])=O)=[CH:7][C:6]=1[S:14]([NH2:17])(=[O:16])=[O:15])([CH3:4])([CH3:3])[CH3:2].O.O.Cl[Sn]Cl.C([O-])(O)=O.[Na+]. The catalyst is CCO.CCOC(C)=O.O. The product is [C:1]([C:5]1[CH:10]=[CH:9][C:8]([NH2:11])=[CH:7][C:6]=1[S:14]([NH2:17])(=[O:15])=[O:16])([CH3:4])([CH3:2])[CH3:3]. The yield is 1.00. (4) The reactants are [CH2:1]([O:3][C:4]([C:6]1[C:7](O)=[N:8][C:9]2[C:14]([C:15]=1[CH3:16])=[CH:13][CH:12]=[C:11]([C:17]([F:20])([F:19])[F:18])[CH:10]=2)=[O:5])[CH3:2].O=P(Cl)(Cl)[Cl:24]. The catalyst is CCOC(C)=O.C([O-])(O)=O.[Na+]. The product is [CH2:1]([O:3][C:4]([C:6]1[C:7]([Cl:24])=[N:8][C:9]2[C:14]([C:15]=1[CH3:16])=[CH:13][CH:12]=[C:11]([C:17]([F:20])([F:19])[F:18])[CH:10]=2)=[O:5])[CH3:2]. The yield is 0.970.